Dataset: Peptide-MHC class II binding affinity with 134,281 pairs from IEDB. Task: Regression. Given a peptide amino acid sequence and an MHC pseudo amino acid sequence, predict their binding affinity value. This is MHC class II binding data. (1) The peptide sequence is TLTAFGFASADLIEI. The MHC is DRB4_0101 with pseudo-sequence DRB4_0103. The binding affinity (normalized) is 0.362. (2) The peptide sequence is IITPTNVSHIQSAVV. The MHC is HLA-DQA10101-DQB10501 with pseudo-sequence HLA-DQA10101-DQB10501. The binding affinity (normalized) is 0. (3) The peptide sequence is YDKFLANESTVLTGK. The MHC is DRB1_0401 with pseudo-sequence DRB1_0401. The binding affinity (normalized) is 0.791.